Dataset: Forward reaction prediction with 1.9M reactions from USPTO patents (1976-2016). Task: Predict the product of the given reaction. (1) Given the reactants [C:1]([OH:16])(=[O:15])[CH2:2][CH2:3][CH2:4][CH2:5][CH2:6][CH2:7][CH2:8][CH2:9][CH2:10][CH2:11][CH2:12][CH2:13][CH3:14].[CH2:17](O)[CH2:18][CH2:19][CH2:20][CH2:21][CH2:22][CH2:23][CH2:24][CH2:25][CH2:26][CH2:27][CH2:28][CH2:29][CH3:30], predict the reaction product. The product is: [C:1]([O:16][CH2:30][CH2:29][CH2:28][CH2:27][CH2:26][CH2:25][CH2:24][CH2:23][CH2:22][CH2:21][CH2:20][CH2:19][CH2:18][CH3:17])(=[O:15])[CH2:2][CH2:3][CH2:4][CH2:5][CH2:6][CH2:7][CH2:8][CH2:9][CH2:10][CH2:11][CH2:12][CH2:13][CH3:14]. (2) Given the reactants COC1C=CC(C[N:8](CC2C=CC(OC)=CC=2)[C:9]2[C:10]3[CH:18]=[N:17][CH:16]=[C:15]([C:19]([NH:21][C:22]4[C:27]([F:28])=[CH:26][CH:25]=[C:24]([NH:29][S:30]([CH2:33][CH2:34][CH3:35])(=[O:32])=[O:31])[C:23]=4[F:36])=[O:20])[C:11]=3[N:12]=[CH:13][N:14]=2)=CC=1, predict the reaction product. The product is: [F:36][C:23]1[C:24]([NH:29][S:30]([CH2:33][CH2:34][CH3:35])(=[O:32])=[O:31])=[CH:25][CH:26]=[C:27]([F:28])[C:22]=1[NH:21][C:19]([C:15]1[C:11]2[N:12]=[CH:13][N:14]=[C:9]([NH2:8])[C:10]=2[CH:18]=[N:17][CH:16]=1)=[O:20].